This data is from Full USPTO retrosynthesis dataset with 1.9M reactions from patents (1976-2016). The task is: Predict the reactants needed to synthesize the given product. (1) Given the product [C:4]([O:3][C:1]([N:8]1[CH2:9][CH2:10][N:11]([C:12]2[CH:23]=[CH:22][C:21]([O:24][CH3:25])=[CH:20][C:17]=2[C:18]#[N:19])[CH2:13][CH2:14]1)=[O:2])([CH3:5])([CH3:6])[CH3:7], predict the reactants needed to synthesize it. The reactants are: [C:1]([N:8]1[CH2:14][CH2:13][CH2:12][NH:11][CH2:10][CH2:9]1)([O:3][C:4]([CH3:7])([CH3:6])[CH3:5])=[O:2].BrC1[CH:23]=[CH:22][C:21]([O:24][CH3:25])=[CH:20][C:17]=1[C:18]#[N:19].CC1(C)C2C(=C(P(C3C=CC=CC=3)C3C=CC=CC=3)C=CC=2)OC2C(P(C3C=CC=CC=3)C3C=CC=CC=3)=CC=CC1=2.CC(C)([O-])C.[Na+]. (2) Given the product [F:1][C:2]([F:10])([F:9])[C:3]([CH3:8])([CH3:7])[C:4]([O:6][CH3:11])=[O:5], predict the reactants needed to synthesize it. The reactants are: [F:1][C:2]([F:10])([F:9])[C:3]([CH3:8])([CH3:7])[C:4]([OH:6])=[O:5].[CH3:11][Si](C=[N+]=[N-])(C)C. (3) Given the product [N:15]1[CH:16]=[CH:17][C:12]([CH:6]2[CH2:7][CH2:8][CH2:9][N:4]3[CH:3]=[N:2][CH:1]=[C:5]23)=[CH:13][CH:14]=1, predict the reactants needed to synthesize it. The reactants are: [CH:1]1[N:2]=[CH:3][N:4]2[CH2:9][CH2:8][CH2:7][C:6](=O)[C:5]=12.I[C:12]1[CH:17]=[CH:16][N:15]=[CH:14][CH:13]=1. (4) The reactants are: [NH2:1][C:2]1[C:7]([OH:8])=[C:6]([NH2:9])[N:5]=[C:4]([C:10]2[C:18]3[C:13](=[N:14][CH:15]=[CH:16][CH:17]=3)[N:12]([CH2:19][C:20]3[CH:25]=[CH:24][CH:23]=[CH:22][C:21]=3[F:26])[N:11]=2)[N:3]=1.C(N(CC)C(C)C)(C)C.[C:36](N1C=CN=C1)(N1C=CN=C1)=[O:37]. Given the product [NH2:9][C:6]1[C:7]2[O:8][C:36](=[O:37])[NH:1][C:2]=2[N:3]=[C:4]([C:10]2[C:18]3[C:13](=[N:14][CH:15]=[CH:16][CH:17]=3)[N:12]([CH2:19][C:20]3[CH:25]=[CH:24][CH:23]=[CH:22][C:21]=3[F:26])[N:11]=2)[N:5]=1, predict the reactants needed to synthesize it.